From a dataset of Full USPTO retrosynthesis dataset with 1.9M reactions from patents (1976-2016). Predict the reactants needed to synthesize the given product. (1) Given the product [OH:40][C@@H:35]1[CH2:36][CH2:37][CH2:38][CH2:39][C@H:34]1[NH:33][C:3]([C:4]1[CH:10]=[C:11]([C:13]2[CH:18]=[C:17]([C:19]([F:22])([F:21])[F:20])[CH:16]=[CH:15][C:14]=2[Cl:23])[N:31]([CH2:30][CH:28]2[CH2:27][O:26][C:25]([CH3:32])([CH3:24])[O:29]2)[C:5]=1[CH3:6])=[O:8], predict the reactants needed to synthesize it. The reactants are: CO[C:3](=[O:8])[CH2:4][C:5](=O)[CH3:6].Br[CH2:10][C:11]([C:13]1[CH:18]=[C:17]([C:19]([F:22])([F:21])[F:20])[CH:16]=[CH:15][C:14]=1[Cl:23])=O.[CH3:24][C:25]1([CH3:32])[O:29][CH:28]([CH2:30][NH2:31])[CH2:27][O:26]1.[NH2:33][C@@H:34]1[CH2:39][CH2:38][CH2:37][CH2:36][C@H:35]1[OH:40]. (2) Given the product [CH2:13]([C:4]1[CH:3]=[C:2]([C:23]2[CH:28]=[CH:27][C:26]([OH:29])=[CH:25][CH:24]=2)[CH:7]=[CH:6][C:5]=1[CH2:8][C:9]([O:11][CH3:12])=[O:10])[CH3:14], predict the reactants needed to synthesize it. The reactants are: Br[C:2]1[CH:7]=[CH:6][C:5]([CH2:8][C:9]([O:11][CH3:12])=[O:10])=[C:4]([CH2:13][CH3:14])[CH:3]=1.CC1(C)C(C)(C)OB([C:23]2[CH:28]=[CH:27][C:26]([OH:29])=[CH:25][CH:24]=2)O1. (3) Given the product [Br:1][C:2]1[CH:3]=[CH:4][C:5]([C@H:8]2[C@H:9]([N+:10]([O-:12])=[O:11])[CH2:13][N:15]([CH3:17])[CH2:16]2)=[CH:6][CH:7]=1, predict the reactants needed to synthesize it. The reactants are: [Br:1][C:2]1[CH:7]=[CH:6][C:5](/[CH:8]=[CH:9]/[N+:10]([O-:12])=[O:11])=[CH:4][CH:3]=1.[CH2:13]=O.[NH:15]([CH2:17]C(O)=O)[CH3:16].O. (4) Given the product [CH:14]1([NH:13][C:11](=[O:12])[CH2:10][N:9]([CH:20]=[O:21])[OH:8])[CH2:15][CH2:16][CH2:17][CH2:18][CH2:19]1, predict the reactants needed to synthesize it. The reactants are: C([O:8][N:9]([CH:20]=[O:21])[CH2:10][C:11]([NH:13][CH:14]1[CH2:19][CH2:18][CH2:17][CH2:16][CH2:15]1)=[O:12])C1C=CC=CC=1. (5) Given the product [C:22]1([N:8]([C:6](=[O:7])[C:5]2[CH:32]=[CH:33][C:2]([B:34]3[O:38][C:37]([CH3:40])([CH3:39])[C:36]([CH3:42])([CH3:41])[O:35]3)=[CH:3][CH:4]=2)[C@@H:9]2[CH2:14][CH2:13][CH2:12][N:11]([C:15]([O:17][C:18]([CH3:19])([CH3:20])[CH3:21])=[O:16])[CH2:10]2)[C:31]2[C:26](=[CH:27][CH:28]=[CH:29][CH:30]=2)[CH:25]=[CH:24][N:23]=1, predict the reactants needed to synthesize it. The reactants are: Br[C:2]1[CH:33]=[CH:32][C:5]([C:6]([N:8]([C:22]2[C:31]3[C:26](=[CH:27][CH:28]=[CH:29][CH:30]=3)[CH:25]=[CH:24][N:23]=2)[C@@H:9]2[CH2:14][CH2:13][CH2:12][N:11]([C:15]([O:17][C:18]([CH3:21])([CH3:20])[CH3:19])=[O:16])[CH2:10]2)=[O:7])=[CH:4][CH:3]=1.[B:34]1([B:34]2[O:38][C:37]([CH3:40])([CH3:39])[C:36]([CH3:42])([CH3:41])[O:35]2)[O:38][C:37]([CH3:40])([CH3:39])[C:36]([CH3:42])([CH3:41])[O:35]1.CC([O-])=O.[K+]. (6) Given the product [Cl:1][C:2]1[CH:3]=[C:4]([CH:15]=[C:16]([Cl:18])[CH:17]=1)[CH2:5][C:6]1[C:10]([CH2:11][CH3:12])=[N:9][N:8]([CH2:21][CH2:22][NH2:23])[C:7]=1[CH2:13][CH3:14], predict the reactants needed to synthesize it. The reactants are: [Cl:1][C:2]1[CH:3]=[C:4]([CH:15]=[C:16]([Cl:18])[CH:17]=1)[CH2:5][C:6]1[C:7]([CH2:13][CH3:14])=[N:8][NH:9][C:10]=1[CH2:11][CH3:12].Cl.Cl[CH2:21][CH2:22][NH2:23]. (7) The reactants are: [C:1]([O:5][C:6](=[O:16])[NH:7][C:8]1[CH:13]=[N:12][C:11]([CH2:14]Br)=[CH:10][N:9]=1)([CH3:4])([CH3:3])[CH3:2].[C-:17]#[N:18].[Na+]. Given the product [C:1]([O:5][C:6](=[O:16])[NH:7][C:8]1[CH:13]=[N:12][C:11]([CH2:14][C:17]#[N:18])=[CH:10][N:9]=1)([CH3:4])([CH3:3])[CH3:2], predict the reactants needed to synthesize it. (8) Given the product [C:30]([O:20][C:17]1[CH:16]=[CH:15][C:14]([C:7]2[C:6]3[C:10](=[C:2]([Cl:1])[CH:3]=[CH:4][CH:5]=3)[N:9]([CH2:11][CH2:12][CH3:13])[N:8]=2)=[CH:19][CH:18]=1)(=[O:33])[CH2:31][CH3:32], predict the reactants needed to synthesize it. The reactants are: [Cl:1][C:2]1[CH:3]=[CH:4][CH:5]=[C:6]2[C:10]=1[N:9]([CH2:11][CH2:12][CH3:13])[N:8]=[C:7]2[C:14]1[CH:19]=[CH:18][C:17]([OH:20])=[CH:16][CH:15]=1.C(N(CC)C(C)C)(C)C.[C:30](Cl)(=[O:33])[CH2:31][CH3:32].O.